Regression. Given a peptide amino acid sequence and an MHC pseudo amino acid sequence, predict their binding affinity value. This is MHC class II binding data. From a dataset of Peptide-MHC class II binding affinity with 134,281 pairs from IEDB. (1) The peptide sequence is GAEVHIGNGGPCLFM. The MHC is HLA-DPA10201-DPB11401 with pseudo-sequence HLA-DPA10201-DPB11401. The binding affinity (normalized) is 0. (2) The peptide sequence is QEHQMISSIDRFFSK. The MHC is DRB1_0101 with pseudo-sequence DRB1_0101. The binding affinity (normalized) is 0.343.